From a dataset of Catalyst prediction with 721,799 reactions and 888 catalyst types from USPTO. Predict which catalyst facilitates the given reaction. (1) Reactant: [CH3:1][N:2]1[CH:6]=[CH:5][CH:4]=[C:3]1[CH2:7][C:8]#[N:9].[F:10][C:11]([F:22])([F:21])[C:12]1[CH:20]=[CH:19][C:15]([C:16](Cl)=[O:17])=[CH:14][CH:13]=1. Product: [CH3:1][N:2]1[C:6]([C:16](=[O:17])[C:15]2[CH:19]=[CH:20][C:12]([C:11]([F:10])([F:21])[F:22])=[CH:13][CH:14]=2)=[CH:5][CH:4]=[C:3]1[CH2:7][C:8]#[N:9]. The catalyst class is: 2. (2) Reactant: C([Mg]Br)C.C(NC(C)C)(C)C.[C:12]([O:15][C:16]([CH3:19])([CH3:18])[CH3:17])(=[O:14])[CH3:13].[CH2:20]([O:27][C:28]1[CH:35]=[C:34]2[C:31]([CH2:32][C:33]2([S:38][C:39]2[CH:44]=[CH:43][C:42]([Cl:45])=[CH:41][CH:40]=2)[C:36]#[N:37])=[CH:30][C:29]=1[O:46][CH3:47])[C:21]1[CH:26]=[CH:25][CH:24]=[CH:23][CH:22]=1. Product: [C:16]([O:15][C:12](=[O:14])[CH:13]=[C:36]([NH2:37])[C:33]1([S:38][C:39]2[CH:40]=[CH:41][C:42]([Cl:45])=[CH:43][CH:44]=2)[CH2:32][C:31]2[C:34]1=[CH:35][C:28]([O:27][CH2:20][C:21]1[CH:22]=[CH:23][CH:24]=[CH:25][CH:26]=1)=[C:29]([O:46][CH3:47])[CH:30]=2)([CH3:19])([CH3:18])[CH3:17]. The catalyst class is: 469. (3) Reactant: Cl[C:2]1[CH:7]=[C:6]([CH3:8])[N:5]=[C:4]([NH:9][C:10](=[NH:20])[NH:11][C:12]2[CH:17]=[CH:16][C:15]([Cl:18])=[C:14]([Cl:19])[CH:13]=2)[N:3]=1.[CH:21]1([NH2:27])[CH2:26][CH2:25][CH2:24][CH2:23][CH2:22]1.C(N(C(C)C)CC)(C)C.C(OCC)(=O)C. Product: [CH:21]1([NH:27][C:2]2[CH:7]=[C:6]([CH3:8])[N:5]=[C:4]([NH:9][C:10]([NH:11][C:12]3[CH:17]=[CH:16][C:15]([Cl:18])=[C:14]([Cl:19])[CH:13]=3)=[NH:20])[N:3]=2)[CH2:26][CH2:25][CH2:24][CH2:23][CH2:22]1. The catalyst class is: 44.